This data is from Catalyst prediction with 721,799 reactions and 888 catalyst types from USPTO. The task is: Predict which catalyst facilitates the given reaction. (1) Reactant: [CH2:1]([NH:8][C:9](=[O:15])[CH2:10][C:11](=[O:14])[CH2:12]Br)[C:2]1[CH:7]=[CH:6][CH:5]=[CH:4][CH:3]=1.C([O-])=[O:17].[K+]. Product: [CH2:1]([NH:8][C:9](=[O:15])[CH2:10][C:11](=[O:14])[CH2:12][OH:17])[C:2]1[CH:7]=[CH:6][CH:5]=[CH:4][CH:3]=1. The catalyst class is: 5. (2) Reactant: COC1C=C(C(C2C=CC(OC)=C(OC)C=2)=CC(OC)=O)C=CC=1OC.[CH3:27][O:28][C:29]1[CH:30]=[C:31]([CH:40]=[CH:41][C:42]=1[O:43][CH3:44])[C:32]([C:34]1[CH:39]=[CH:38][N:37]=[CH:36][CH:35]=1)=O.C(OP([CH2:53][C:54]#[N:55])(=O)OCC)C.C[Si](C)(C)[N-][Si](C)(C)C.[Li+]. Product: [CH3:27][O:28][C:29]1[CH:30]=[C:31]([C:32]([C:34]2[CH:39]=[CH:38][N:37]=[CH:36][CH:35]=2)=[CH:53][C:54]#[N:55])[CH:40]=[CH:41][C:42]=1[O:43][CH3:44]. The catalyst class is: 81.